This data is from Reaction yield outcomes from USPTO patents with 853,638 reactions. The task is: Predict the reaction yield, written as a fraction of the theoretical maximum amount of product (1.0 means a 100% yield; for example, 0.34 means a 34% yield). The reactants are [C:1]12([C:11]3[CH:21]=[CH:20][C:14]([O:15][CH2:16][C:17](O)=[O:18])=[CH:13][CH:12]=3)[CH2:10][CH:5]3[CH2:6][CH:7]([CH2:9][CH:3]([CH2:4]3)[CH2:2]1)[CH2:8]2.[N:22]1([C:28]([O:30][C:31]([CH3:34])([CH3:33])[CH3:32])=[O:29])[CH2:27][CH2:26][NH:25][CH2:24][CH2:23]1. No catalyst specified. The product is [C:1]12([C:11]3[CH:21]=[CH:20][C:14]([O:15][CH2:16][C:17]([N:25]4[CH2:26][CH2:27][N:22]([C:28]([O:30][C:31]([CH3:34])([CH3:33])[CH3:32])=[O:29])[CH2:23][CH2:24]4)=[O:18])=[CH:13][CH:12]=3)[CH2:2][CH:3]3[CH2:9][CH:7]([CH2:6][CH:5]([CH2:4]3)[CH2:10]1)[CH2:8]2. The yield is 0.900.